Dataset: Experimentally validated miRNA-target interactions with 360,000+ pairs, plus equal number of negative samples. Task: Binary Classification. Given a miRNA mature sequence and a target amino acid sequence, predict their likelihood of interaction. (1) The miRNA is hsa-miR-133a-5p with sequence AGCUGGUAAAAUGGAACCAAAU. The protein sequence of the target gene is MSCRSYRISSGCGVTRNFSSCSAVAPKTGNRCCISAAPYRGVSCYRGLTGFGSRSLCNLGSCGPRIAVGGFRAGSCGRSFGYRSGGVCGPSPPCITTVSVNESLLTPLNLEIDPNAQCVKQEEKEQIKSLNSRFAAFIDKVRFLEQQNKLLETKWQFYQNQRCCESNLEPLFSGYIETLRREAECVEADSGRLASELNHVQEVLEGYKKKYEEEVALRATAENEFVVLKKDVDCAYLRKSDLEANVEALVEESSFLRRLYEEEIRVLQAHISDTSVIVKMDNSRDLNMDCIIAEIKAQYD.... Result: 0 (no interaction). (2) The miRNA is rno-miR-214-3p with sequence ACAGCAGGCACAGACAGGCAG. The protein sequence of the target gene is MAGKKVCIVGSGNWGSAIAKIVGSNASQLAHFDPRVTMWVFEEDIGGRKLTEIINTQHENVKYLPGHKLPPNVVAVPDVVQAATGADILVFVVPHQFIGKICDQLKGHLKANTIGISLIKGIDEGPNGLKLISEVIGESLGIPMSVLMGANIASEVAEEKFCETTIGCKDPAQGQLLKELMQTPNFRITVVQEVDTVEICGALKNIVAVGAGFCDGLGFGDNTKAAVIRLGLMEMIAFAKLFCSGSVSSATFLESCGVADLITTCYGGRNRKVAEAFARTGKSIEQLEKEMLNGQKLQGP.... Result: 1 (interaction). (3) Result: 1 (interaction). The protein sequence of the target gene is MAFSGIYKLDDGKPYLNNCFPARNLLRVPEEGQGHWLVVQKGNLKKKPKGLVGAQAERRESLKATSFEFKGKKESRRENQVDLPGHILDQAFLLKHHCVRKPSDLCTINAKENDFKHFHSVIYINASENLLPLEAFHTFPALKELDLAFNGIKTIYVKYGDFKLLEFLDLSFNSLTVEAICDLGILPHLRVLLLTGNGLTSLPPNLAVAEQEASVTSLTSKRYILRFPALETLMLDDNRLSNPSCFASLAGLRRLKKLSLDENRIIRIPYLQQVQLYDESVDWNGGRGSPHKEPQFMLQS.... The miRNA is hsa-miR-22-5p with sequence AGUUCUUCAGUGGCAAGCUUUA. (4) The miRNA is hsa-miR-4534 with sequence GGAUGGAGGAGGGGUCU. The protein sequence of the target gene is MGLLTFRDVAIEFSLEEWQCLDTAQRNLYKNVILENYRNLVFLGIAVSKQDLITCLEQEKEPLTVKRHEMVNEPPVMCSHFAQEFWPEQNIKDSFEKVTLRRYEKCGNDNFQLKGCKSVDECKLHKGGYNGLNQCLPTMQSKMFQCDKYVKVFNKFSHSDRHKIKHMENKPFKCKECGRSFCMLSHLTRHERNYTKVNFCKCEECEKAVNQSSKLTKHKRIYTCEKLYKCQECDRTFNQFSNLTEYKKDYAREKPYKCEECGKAFNQSSHLTTHKIIHTGEKPYKCEECGKAFNQFSNLT.... Result: 1 (interaction). (5) The miRNA is rno-miR-30c-1-3p with sequence CUGGGAGAGGGUUGUUUACUCC. The protein sequence of the target gene is MSNAMYNKMWHQTQEALGALLDKEPQKMIEPQRNQVFIFQTLATFYVKYVQIFRNLENVYDQFVHPQKRILIRKVLDGVMGRILELKNEMVELELTEFHYFDDILQDLKLAPQQLDIPIPKYFLKEKLEVIKGREKILAQILADSGIDTSDMKYPVKSIPFDEAVKLIQIAERARQGRLRALFMKQIYLQEYRAKQSKMLGKKVTDTWAAALRIQKVWRRFHQRKETEKLREEEMIFLGMNPPPLFNEVSATVIQAEKVDRLRNEVQIKHEEDYREALVTIKNDLKLIEGVDIKENLQDQ.... Result: 0 (no interaction). (6) The miRNA is mmu-miR-129-5p with sequence CUUUUUGCGGUCUGGGCUUGC. Result: 0 (no interaction). The protein sequence of the target gene is MGSQPPPPGSPLSREEGEAPPLVPAEEGRRRSRRVRLRGSCRHRPSLLSRRELASNGPAVPATASSEIMASAAKEFKMDNFSPKAGTSKLQQTVPADASPDSKCPICLDRFDNVSYLDRCLHKFCFRCVQEWSKNKAECPLCKQPFDSIFHSVRAEDDFKEYVLRPSYNGSFTNPEVRRFRYRTTMTRERSASLYSPSSTVSRRTTTPPDSGVLFEGLGISTRPRDVDIPQFMRQMALRGPTTTDERSLRKIQEQDIINFRRTLYRAGVRVRSIEDGGRYRDISAEFFRRNPACLHRLVP.... (7) The miRNA is hsa-miR-34b-3p with sequence CAAUCACUAACUCCACUGCCAU. The protein sequence of the target gene is MEDEQPDSLEGWVPVREGLFAEPERHRLRFLVAWNGAEGKFAVTCHDRTAQQRRLREGARLGPEPEPKPEAAVSPSSWAGLLSAAGLRGAHRQLAALWPPLERCFPRLPPELDVGGGGAWGLGLGLWALLWPTRAGPGEAALQELCGQLERYLGAAADGCGGATVRDALFPAEGGAADCESPREFRERALRARWVEADARLRQVIQGHGKANTMVALMNVYQEEDEAYQELVTVATMFFQYLLQPFRAMREVATLCKLDILKSLDEDDLGPRRVVALEKEAEEWTRRAEEAVVSIQDITV.... Result: 1 (interaction).